This data is from Reaction yield outcomes from USPTO patents with 853,638 reactions. The task is: Predict the reaction yield, written as a fraction of the theoretical maximum amount of product (1.0 means a 100% yield; for example, 0.34 means a 34% yield). (1) The reactants are [NH:1]1[CH2:6][CH2:5][CH2:4][CH2:3][CH2:2]1.[F:7][C:8]([F:29])([C:13](=[O:28])[C:14]1[CH:19]=[CH:18][C:17]([O:20][CH2:21][CH2:22][CH2:23][C:24]([F:27])([F:26])[F:25])=[CH:16][CH:15]=1)[C:9](OC)=[O:10]. The catalyst is C(Cl)Cl. The product is [F:7][C:8]([F:29])([C:13]([C:14]1[CH:15]=[CH:16][C:17]([O:20][CH2:21][CH2:22][CH2:23][C:24]([F:25])([F:27])[F:26])=[CH:18][CH:19]=1)=[O:28])[C:9]([N:1]1[CH2:6][CH2:5][CH2:4][CH2:3][CH2:2]1)=[O:10]. The yield is 0.810. (2) The catalyst is O1CCOCC1.C1C=CC([P]([Pd]([P](C2C=CC=CC=2)(C2C=CC=CC=2)C2C=CC=CC=2)([P](C2C=CC=CC=2)(C2C=CC=CC=2)C2C=CC=CC=2)[P](C2C=CC=CC=2)(C2C=CC=CC=2)C2C=CC=CC=2)(C2C=CC=CC=2)C2C=CC=CC=2)=CC=1.O. The reactants are Br[C:2]1[S:6][C:5]([C:7]#[N:8])=[CH:4][CH:3]=1.[CH3:9][O:10][C:11]1[CH:16]=[CH:15][CH:14]=[CH:13][C:12]=1B(O)O.C(=O)([O-])[O-].[Na+].[Na+].ClCCl. The product is [C:7]([C:5]1[S:6][C:2]([C:12]2[CH:13]=[CH:14][CH:15]=[CH:16][C:11]=2[O:10][CH3:9])=[CH:3][CH:4]=1)#[N:8]. The yield is 0.960. (3) The reactants are [C:1](Cl)(=[O:7])[CH2:2][CH2:3][CH2:4][CH2:5][CH3:6].[N+:9]([C:12]1[CH:38]=[CH:37][C:15]([CH2:16][O:17][C:18]2[CH:19]=[C:20]([CH:34]=[CH:35][CH:36]=2)[C:21]([NH:23][C:24]2[CH:29]=[CH:28][CH:27]=[CH:26][C:25]=2[S:30](=[O:33])(=[O:32])[NH2:31])=[O:22])=[CH:14][CH:13]=1)([O-:11])=[O:10]. The catalyst is CN(C)C1C=CN=CC=1.O1CCCC1. The product is [N+:9]([C:12]1[CH:13]=[CH:14][C:15]([CH2:16][O:17][C:18]2[CH:19]=[C:20]([CH:34]=[CH:35][CH:36]=2)[C:21]([NH:23][C:24]2[CH:29]=[CH:28][CH:27]=[CH:26][C:25]=2[S:30]([NH:31][C:1](=[O:7])[CH2:2][CH2:3][CH2:4][CH2:5][CH3:6])(=[O:33])=[O:32])=[O:22])=[CH:37][CH:38]=1)([O-:11])=[O:10]. The yield is 0.868. (4) The reactants are [NH2:1][C:2]1[C:3](=[O:8])[NH:4][CH:5]=[CH:6][CH:7]=1.Cl.[S-:10][C:11]#[N:12].[NH4+].NC(N)=S.Cl[CH2:19][CH:20]=O. The catalyst is O.CCO.CCOC(C)=O. The product is [S:10]1[CH:20]=[CH:19][N:12]=[C:11]1[NH:1][C:2]1[C:3](=[O:8])[NH:4][CH:5]=[CH:6][CH:7]=1. The yield is 0.400. (5) The reactants are [NH2:1][CH2:2][CH2:3][CH2:4][CH2:5][CH2:6][CH2:7][N:8]1[CH:12]([CH:13]([C:32]2[CH:37]=[CH:36][CH:35]=[CH:34][CH:33]=2)[O:14][CH:15]([C:24]2[CH:29]=[CH:28][C:27]([O:30][CH3:31])=[CH:26][CH:25]=2)[C:16]2[CH:21]=[CH:20][C:19]([O:22][CH3:23])=[CH:18][CH:17]=2)[CH2:11][CH:10]([OH:38])[CH2:9]1.C(N([CH2:44][CH3:45])CC)C.[CH3:46][C@@H:47]([C@@H:54]1[C@@:58]2([CH3:76])[CH2:59][CH2:60][CH:61]3[C@@:66]4([CH3:75])[CH2:67][CH2:68][CH:69]([O:71][C:72](Cl)=[O:73])[CH2:70][C:65]4=[CH:64][CH2:63][CH:62]3[CH:57]2[CH2:56][CH2:55]1)CCCC(C)C.CO.C(Cl)(Cl)Cl. The catalyst is ClCCl. The product is [CH3:75][C:66]12[CH2:67][CH2:68][CH:69]([O:71][C:72](=[O:73])[NH:1][CH2:2][CH2:3][CH2:4][CH2:5][CH2:6][CH2:7][N:8]3[CH2:9][CH:10]([OH:38])[CH2:11][CH:12]3[CH:13]([C:32]3[CH:33]=[CH:34][CH:35]=[CH:36][CH:37]=3)[O:14][CH:15]([C:16]3[CH:21]=[CH:20][C:19]([O:22][CH3:23])=[CH:18][CH:17]=3)[C:24]3[CH:29]=[CH:28][C:27]([O:30][CH3:31])=[CH:26][CH:25]=3)[CH2:70][C:65]1=[CH:64][CH2:63][CH:62]1[CH:61]2[CH2:60][CH2:59][C:58]2([CH3:76])[CH:57]1[CH2:56][CH2:55][CH:54]2[CH2:47][CH2:46][CH2:2][CH2:3][CH2:4][CH2:5][CH2:44][CH3:45]. The yield is 0.370. (6) The reactants are Br[C:2]1[N:3]([C:22]2[C:31]3[C:26](=[CH:27][CH:28]=[CH:29][CH:30]=3)[C:25]([CH:32]3CC3)=[CH:24][CH:23]=2)[C:4]([S:7]CC(NC2C=CC(C(O)=O)=CC=2Cl)=O)=[N:5][N:6]=1.Cl.NNC(N)=N.C([N:44](C(C)C)CC)(C)C.CN(C)[CH:52]=[O:53]. No catalyst specified. The product is [NH2:44][C:2]1[N:3]([C:22]2[C:27]3[C:26](=[CH:31][CH:30]=[C:29]([O:53][CH3:52])[CH:28]=3)[C:25]([CH3:32])=[CH:24][CH:23]=2)[C:4]([SH:7])=[N:5][N:6]=1. The yield is 0.910. (7) The reactants are Br[C:2]1[CH:21]=[CH:20][C:5]([O:6][CH2:7][CH2:8][CH:9]2[CH2:12][CH:11]([O:13][CH:14]3[CH2:19][CH2:18][CH2:17][CH2:16][O:15]3)[CH2:10]2)=[CH:4][CH:3]=1.[B:22]1([B:22]2[O:26][C:25]([CH3:28])([CH3:27])[C:24]([CH3:30])([CH3:29])[O:23]2)[O:26][C:25]([CH3:28])([CH3:27])[C:24]([CH3:30])([CH3:29])[O:23]1.C([O-])(=O)C.[K+]. The catalyst is CCCCCCC.C(OCC)(=O)C. The product is [CH3:29][C:24]1([CH3:30])[C:25]([CH3:28])([CH3:27])[O:26][B:22]([C:2]2[CH:21]=[CH:20][C:5]([O:6][CH2:7][CH2:8][CH:9]3[CH2:12][CH:11]([O:13][CH:14]4[CH2:19][CH2:18][CH2:17][CH2:16][O:15]4)[CH2:10]3)=[CH:4][CH:3]=2)[O:23]1. The yield is 1.20.